From a dataset of Experimentally validated miRNA-target interactions with 360,000+ pairs, plus equal number of negative samples. Binary Classification. Given a miRNA mature sequence and a target amino acid sequence, predict their likelihood of interaction. (1) The miRNA is hsa-miR-4673 with sequence UCCAGGCAGGAGCCGGACUGGA. The protein sequence of the target gene is MGSQPPPPGSPLSREEGEAPPLVPAEEGRRRSRRVRLRGSCRHRPSLLSRRELASNGPAVPATASSEIMASAAKEFKMDNFSPKAGTSKLQQTVPADASPDSKCPICLDRFDNVSYLDRCLHKFCFRCVQEWSKNKAECPLCKQPFDSIFHSVRAEDDFKEYVLRPSYNGSFTNPEVRRFRYRTTMTRERSASLYSPSSTVSRRTTTPPDSGVLFEGLGISTRPRDVDIPQFMRQMALRGPTTTDERSLRKIQEQDIINFRRTLYRAGVRVRSIEDGGRYRDISAEFFRRNPACLHRLVP.... Result: 0 (no interaction). (2) The miRNA is hsa-miR-4538 with sequence GAGCUUGGAUGAGCUGGGCUGA. The protein sequence of the target gene is MGILSVDLLITLQILPVFFSNCLFLALYDSVILLKHVVLLLSRSKSTRGEWRRMLTSEGLRCVWKSFLLDAYKQVKLGEDAPNSSVVHVSSTEGGDNSGNGTQEKIAEGATCHLLDFASPERPLVVNFGSATUPPFTSQLPAFRKLVEEFSSVADFLLVYIDEAHPSDGWAIPGDSSLSFEVKKHQNQEDRCAAAQQLLERFSLPPQCRVVADRMDNNANIAYGVAFERVCIVQRQKIAYLGGKGPFSYNLQEVRHWLEKNFSKRUKKTRLAG. Result: 1 (interaction). (3) The miRNA is hsa-miR-1206 with sequence UGUUCAUGUAGAUGUUUAAGC. The protein sequence of the target gene is MPEPTKKEENEVPAPAPPPEEPSKEKEAGTTPAKDWTLVETPPGEEQAKQNANSQLSILFIEKPQGGTVKVGEDITFIAKVKAEDLLRKPTIKWFKGKWMDLASKAGKHLQLKETFERHSRVYTFEMQIIKAKDNFAGNYRCEVTYKDKFDSCSFDLEVHESTGTTPNIDIRSAFKRSGEGQEDAGELDFSGLLKRREVKQQEEEPQVDVWELLKNAKPSEYEKIAFQYGITDLRGMLKRLKRMRREEKKSAAFAKILDPAYQVDKGGRVRFVVELADPKLEVKWYKNGQEIRPSTKYIF.... Result: 1 (interaction). (4) The miRNA is hsa-miR-5702 with sequence UGAGUCAGCAACAUAUCCCAUG. The protein sequence of the target gene is MGLQPLEFSDCYLDSPWFRERIRAHEAELERTNKFIKELIKDGKNLIAATKSLSVAQRKFAHSLRDFKFEFIGDAVTDDERCIDASLREFSNFLKNLEEQREIMALSVTETLIKPLEKFRKEQLGAVKEEKKKFDKETEKNYSLIDKHLNLSAKKKDSHLQEADIQVEQNRQHFYELSLEYVCKLQEIQERKKFEFVEPMLSFFQGMFTFYHQGHELAKDFNHYKMELQINIQNTRNRFEGTRSEVEELMNKIRQNPKDHKRASQFTAEGYLYVQEKRPAPFGSSWVKHYCMYRKAAKKF.... Result: 0 (no interaction).